Dataset: Reaction yield outcomes from USPTO patents with 853,638 reactions. Task: Predict the reaction yield, written as a fraction of the theoretical maximum amount of product (1.0 means a 100% yield; for example, 0.34 means a 34% yield). (1) The reactants are [CH3:1][O:2][C:3]1[CH:4]=[CH:5][C:6]2[C:7](=O)[C:8]3[C:13]([C:14]=2[CH:15]=1)=[CH:12][C:11]([O:16][CH3:17])=[CH:10][CH:9]=3.[Cl-].[OH:20][NH3+:21].C(OCC)(=O)C. The catalyst is C(O)C.O. The product is [OH:20][N:21]=[C:7]1[C:6]2[CH:5]=[CH:4][C:3]([O:2][CH3:1])=[CH:15][C:14]=2[C:13]2[C:8]1=[CH:9][CH:10]=[C:11]([O:16][CH3:17])[CH:12]=2. The yield is 0.860. (2) The reactants are [Cl:1][C:2]1[CH:23]=[C:22]([Cl:24])[CH:21]=[CH:20][C:3]=1[CH2:4][N:5]1[C:9]([CH2:10][CH2:11][C:12]([OH:14])=O)=[CH:8][C:7]([O:15][CH2:16][CH2:17][O:18][CH3:19])=[N:6]1.[CH2:25]([S:30]([NH2:33])(=[O:32])=[O:31])[CH2:26][CH2:27][CH2:28][CH3:29].N12CCCN=C1CCCCC2. The catalyst is O1CCCC1. The product is [Cl:1][C:2]1[CH:23]=[C:22]([Cl:24])[CH:21]=[CH:20][C:3]=1[CH2:4][N:5]1[C:9]([CH2:10][CH2:11][C:12]([NH:33][S:30]([CH2:25][CH2:26][CH2:27][CH2:28][CH3:29])(=[O:32])=[O:31])=[O:14])=[CH:8][C:7]([O:15][CH2:16][CH2:17][O:18][CH3:19])=[N:6]1. The yield is 0.300. (3) The reactants are [Cl:1][C:2]1[CH:7]=[CH:6][CH:5]=[CH:4][C:3]=1[CH:8]=[CH:9][CH2:10][N:11]([CH2:22][C:23]#[C:24][C:25](=[O:27])[CH3:26])[S:12]([C:15]1[CH:20]=[CH:19][C:18]([CH3:21])=[CH:17][CH:16]=1)(=[O:14])=[O:13]. The catalyst is ClC1C=CC=CC=1Cl. The product is [Cl:1][C:2]1[C:3]2=[CH:8][C:9]3[CH2:10][N:11]([S:12]([C:15]4[CH:16]=[CH:17][C:18]([CH3:21])=[CH:19][CH:20]=4)(=[O:13])=[O:14])[CH2:22][C:23]=3[C:24]([C:25](=[O:27])[CH3:26])=[C:4]2[CH:5]=[CH:6][CH:7]=1. The yield is 0.310. (4) The reactants are O1CCCCC1[N:7]1[C:15]2[C:10](=[CH:11][C:12]([C:16]3[N:20]=[CH:19][N:18](C(C4C=CC=CC=4)(C4C=CC=CC=4)C4C=CC=CC=4)[N:17]=3)=[CH:13][CH:14]=2)[C:9]([C:40]2[CH:41]=[C:42]([NH2:46])[CH:43]=[CH:44][CH:45]=2)=[N:8]1.[Cl:47][C:48]1[CH:56]=[CH:55][C:51]([C:52](Cl)=[O:53])=[CH:50][CH:49]=1.O. The catalyst is N1C=CC=CC=1. The product is [NH:18]1[CH:19]=[N:20][C:16]([C:12]2[CH:11]=[C:10]3[C:15](=[CH:14][CH:13]=2)[NH:7][N:8]=[C:9]3[C:40]2[CH:41]=[C:42]([NH:46][C:52]([C:51]3[CH:55]=[CH:56][C:48]([Cl:47])=[CH:49][CH:50]=3)=[O:53])[CH:43]=[CH:44][CH:45]=2)=[N:17]1. The yield is 0.620. (5) The reactants are [NH2:1][C:2]1[N:7]=[C:6]([N:8]2[CH2:17][CH2:16][C:15]3[C:10](=[CH:11][C:12]([C:18]#N)=[CH:13][CH:14]=3)[CH2:9]2)[CH:5]=[C:4]([N:20]2[CH2:25][CH2:24][N:23]([CH3:26])[CH2:22][CH2:21]2)[N:3]=1.[OH-:27].[Na+].Cl.[OH2:30]. No catalyst specified. The product is [NH2:1][C:2]1[N:7]=[C:6]([N:8]2[CH2:17][CH2:16][C:15]3[C:10](=[CH:11][C:12]([C:18]([OH:30])=[O:27])=[CH:13][CH:14]=3)[CH2:9]2)[CH:5]=[C:4]([N:20]2[CH2:25][CH2:24][N:23]([CH3:26])[CH2:22][CH2:21]2)[N:3]=1. The yield is 0.948. (6) The reactants are [C:1]([C:4]1[N:9]=[CH:8][C:7]([NH:10][C:11](=[O:39])[CH2:12][C:13]2[CH:18]=[CH:17][C:16]([C:19]3[CH:20]=[N:21][C:22]([O:28][CH2:29][C:30]4[CH:35]=[CH:34][C:33]([O:36][CH3:37])=[CH:32][CH:31]=4)=[C:23]([O:25][CH2:26][CH3:27])[CH:24]=3)=[CH:15][C:14]=2[F:38])=[CH:6][C:5]=1[C:40]([F:43])([F:42])[F:41])(=[O:3])[CH3:2].[CH3:44][Mg]Br.O. The product is [CH2:26]([O:25][C:23]1[CH:24]=[C:19]([C:16]2[CH:17]=[CH:18][C:13]([CH2:12][C:11]([NH:10][C:7]3[CH:8]=[N:9][C:4]([C:1]([OH:3])([CH3:44])[CH3:2])=[C:5]([C:40]([F:41])([F:43])[F:42])[CH:6]=3)=[O:39])=[C:14]([F:38])[CH:15]=2)[CH:20]=[N:21][C:22]=1[O:28][CH2:29][C:30]1[CH:31]=[CH:32][C:33]([O:36][CH3:37])=[CH:34][CH:35]=1)[CH3:27]. The yield is 0.511. The catalyst is C1COCC1. (7) The reactants are [CH3:1][C:2]1[N:3]=[C:4]([NH:16][C:17]([NH2:19])=[NH:18])[S:5][C:6]=1[C:7]1[CH:12]=[CH:11][CH:10]=[C:9]([N+:13]([O-])=O)[CH:8]=1. The catalyst is [Pd].CO. The product is [NH2:13][C:9]1[CH:8]=[C:7]([C:6]2[S:5][C:4]([NH:16][C:17]([NH2:19])=[NH:18])=[N:3][C:2]=2[CH3:1])[CH:12]=[CH:11][CH:10]=1. The yield is 0.790. (8) The reactants are C[O:2][C:3]1[CH:8]=[C:7]([C:9]([C:12]2[N:17]3[N:18]=[C:19]([NH:21][C:22]4[CH:27]=[CH:26][C:25]([C:28]([F:31])([F:30])[F:29])=[CH:24][CH:23]=4)[N:20]=[C:16]3[CH:15]=[CH:14][CH:13]=2)(O)[CH3:10])[CH:6]=[CH:5][N:4]=1.C[Mg]Br.[Cl-].[NH4+]. The catalyst is O1CCCC1.O.C(OCC)(=O)C. The product is [F:30][C:28]([F:29])([F:31])[C:25]1[CH:26]=[CH:27][C:22]([NH:21][C:19]2[N:20]=[C:16]3[CH:15]=[CH:14][CH:13]=[C:12]([CH:9]([C:7]4[CH:6]=[CH:5][NH:4][C:3](=[O:2])[CH:8]=4)[CH3:10])[N:17]3[N:18]=2)=[CH:23][CH:24]=1. The yield is 0.930. (9) The reactants are [F:1][C:2]1[CH:7]=[C:6]([F:8])[CH:5]=[CH:4][C:3]=1[CH2:9][C:10]([OH:12])=[O:11].[N+:13]([O-])([OH:15])=[O:14]. The catalyst is OS(O)(=O)=O. The product is [F:1][C:2]1[CH:7]=[C:6]([F:8])[C:5]([N+:13]([O-:15])=[O:14])=[CH:4][C:3]=1[CH2:9][C:10]([OH:12])=[O:11]. The yield is 0.875.